Dataset: Forward reaction prediction with 1.9M reactions from USPTO patents (1976-2016). Task: Predict the product of the given reaction. (1) Given the reactants C1(P(C2C=CC=CC=2)C2C=CC=CC=2)C=CC=CC=1.N1C=CN=C1.[CH2:25]([CH:31]([CH2:34][CH2:35][CH2:36][CH2:37][CH2:38][CH2:39][CH2:40][CH3:41])[CH2:32]O)[CH2:26][CH2:27][CH2:28][CH2:29][CH3:30].[I:42]I, predict the reaction product. The product is: [I:42][CH2:32][CH:31]([CH2:25][CH2:26][CH2:27][CH2:28][CH2:29][CH3:30])[CH2:34][CH2:35][CH2:36][CH2:37][CH2:38][CH2:39][CH2:40][CH3:41]. (2) Given the reactants Cl[C:2]1[C:11]([CH:12]=[O:13])=[CH:10][C:9]2[C:4](=[C:5]([Cl:14])[CH:6]=[CH:7][CH:8]=2)[N:3]=1.[F:15][C:16]([F:27])([F:26])[C:17]1[CH:22]=[CH:21][CH:20]=[CH:19][C:18]=1B(O)O.C(=O)([O-])[O-].[Na+].[Na+], predict the reaction product. The product is: [F:15][C:16]([F:27])([F:26])[C:17]1[CH:22]=[CH:21][CH:20]=[CH:19][C:18]=1[C:2]1[C:11]([CH:12]=[O:13])=[CH:10][C:9]2[C:4](=[C:5]([Cl:14])[CH:6]=[CH:7][CH:8]=2)[N:3]=1. (3) Given the reactants P(Br)(Br)([Br:3])=O.[CH3:6][O:7][C:8]1[CH:9]=[C:10]2[C:15](=[CH:16][C:17]=1[O:18][CH3:19])[N:14]=[N:13][CH:12]=[C:11]2O.CC([O-])=O.[Na+], predict the reaction product. The product is: [Br:3][C:11]1[C:10]2[C:15](=[CH:16][C:17]([O:18][CH3:19])=[C:8]([O:7][CH3:6])[CH:9]=2)[N:14]=[N:13][CH:12]=1.